From a dataset of Full USPTO retrosynthesis dataset with 1.9M reactions from patents (1976-2016). Predict the reactants needed to synthesize the given product. (1) The reactants are: [CH3:1][C:2]1[C:6]2[C:7]([N:11]3[CH2:16][CH2:15][O:14][CH2:13][CH2:12]3)=[CH:8][CH:9]=[CH:10][C:5]=2[O:4][C:3]=1[C:17]([OH:19])=O.[CH3:20][O:21][C:22](=[O:44])[C@@H:23]([NH:27][S:28]([C:31]1[CH:36]=[CH:35][C:34]([C:37]2[CH:42]=[CH:41][C:40]([NH2:43])=[CH:39][CH:38]=2)=[CH:33][CH:32]=1)(=[O:30])=[O:29])[CH:24]([CH3:26])[CH3:25].F[P-](F)(F)(F)(F)F.N1(O[P+](N(C)C)(N(C)C)N(C)C)C2C=CC=CC=2N=N1.C(N(CC)C(C)C)(C)C. Given the product [CH3:20][O:21][C:22](=[O:44])[C@@H:23]([NH:27][S:28]([C:31]1[CH:36]=[CH:35][C:34]([C:37]2[CH:38]=[CH:39][C:40]([NH:43][C:17]([C:3]3[O:4][C:5]4[CH:10]=[CH:9][CH:8]=[C:7]([N:11]5[CH2:12][CH2:13][O:14][CH2:15][CH2:16]5)[C:6]=4[C:2]=3[CH3:1])=[O:19])=[CH:41][CH:42]=2)=[CH:33][CH:32]=1)(=[O:30])=[O:29])[CH:24]([CH3:26])[CH3:25], predict the reactants needed to synthesize it. (2) Given the product [F:1][C:2]([F:24])([F:25])[C@H:3]1[CH2:8][CH2:7][C@H:6]([NH:9][C:10](=[O:23])[C:11]2[CH:16]=[C:15]([NH2:17])[C:14]([NH2:20])=[CH:13][C:12]=2[O:21][CH3:22])[CH2:5][CH2:4]1, predict the reactants needed to synthesize it. The reactants are: [F:1][C:2]([F:25])([F:24])[C@H:3]1[CH2:8][CH2:7][C@H:6]([NH:9][C:10](=[O:23])[C:11]2[CH:16]=[C:15]([N+:17]([O-])=O)[C:14]([NH2:20])=[CH:13][C:12]=2[O:21][CH3:22])[CH2:5][CH2:4]1. (3) Given the product [CH2:1]([NH:8][C:9]1[S:10][C:11]([Cl:20])=[C:12]([C:14]2[CH:19]=[CH:18][CH:17]=[CH:16][N:15]=2)[N:13]=1)[C:2]1[CH:3]=[CH:4][CH:5]=[CH:6][CH:7]=1, predict the reactants needed to synthesize it. The reactants are: [CH2:1]([NH:8][C:9]1[S:10][CH:11]=[C:12]([C:14]2[CH:19]=[CH:18][CH:17]=[CH:16][N:15]=2)[N:13]=1)[C:2]1[CH:7]=[CH:6][CH:5]=[CH:4][CH:3]=1.[Cl:20]N1C(=O)CCC1=O. (4) Given the product [CH:26]1([N:30]2[CH2:35][CH2:34][N:33]([C:18]([C:14]3[CH:15]=[C:16]4[C:11](=[CH:12][CH:13]=3)[N:10]([CH2:21][C:22]([F:24])([F:23])[F:25])[C:9]([C:7]([N:1]3[CH2:6][CH2:5][O:4][CH2:3][CH2:2]3)=[O:8])=[CH:17]4)=[O:19])[CH2:32][CH2:31]2)[CH2:29][CH2:28][CH2:27]1, predict the reactants needed to synthesize it. The reactants are: [N:1]1([C:7]([C:9]2[N:10]([CH2:21][C:22]([F:25])([F:24])[F:23])[C:11]3[C:16]([CH:17]=2)=[CH:15][C:14]([C:18](O)=[O:19])=[CH:13][CH:12]=3)=[O:8])[CH2:6][CH2:5][O:4][CH2:3][CH2:2]1.[CH:26]1([N:30]2[CH2:35][CH2:34][NH:33][CH2:32][CH2:31]2)[CH2:29][CH2:28][CH2:27]1. (5) Given the product [N:34]1[CH:33]=[CH:32][CH:31]=[CH:36][C:35]=1[S:37][C:9](=[O:11])[CH2:8][CH2:7][C:1]1[CH2:6][CH2:5][CH2:4][CH2:3][CH:2]=1, predict the reactants needed to synthesize it. The reactants are: [C:1]1([CH2:7][CH2:8][C:9]([OH:11])=O)[CH2:6][CH2:5][CH2:4][CH2:3][CH:2]=1.C1(P(C2C=CC=CC=2)C2C=CC=CC=2)C=CC=CC=1.[CH:31]1[CH:36]=[C:35]([S:37][S:37][C:35]2[N:34]=[CH:33][CH:32]=[CH:31][CH:36]=2)[N:34]=[CH:33][CH:32]=1. (6) Given the product [Br:7][C:8]1[CH:18]=[CH:17][C:11]([O:12][CH2:13][CH2:14][CH2:15][O:16][CH2:19][C:20]2([CH3:24])[CH2:23][O:22][CH2:21]2)=[CH:10][CH:9]=1, predict the reactants needed to synthesize it. The reactants are: [OH-].[K+].CS(C)=O.[Br:7][C:8]1[CH:18]=[CH:17][C:11]([O:12][CH2:13][CH2:14][CH2:15][OH:16])=[CH:10][CH:9]=1.[CH3:19][C:20]1([CH2:24]OS(C2C=CC(C)=CC=2)(=O)=O)[CH2:23][O:22][CH2:21]1. (7) The reactants are: F[C:2]1[CH:12]=[CH:11][C:5]([C:6]([O:8][CH2:9][CH3:10])=[O:7])=[CH:4][C:3]=1[N+:13]([O-:15])=[O:14].C([O-])([O-])=O.[Cs+].[Cs+].[C:22]([O:31][CH3:32])(=[O:30])[C:23]1[C:24](=[CH:26][CH:27]=[CH:28][CH:29]=1)[OH:25]. Given the product [CH2:9]([O:8][C:6](=[O:7])[C:5]1[CH:11]=[CH:12][C:2]([O:25][C:24]2[CH:26]=[CH:27][CH:28]=[CH:29][C:23]=2[C:22]([O:31][CH3:32])=[O:30])=[C:3]([N+:13]([O-:15])=[O:14])[CH:4]=1)[CH3:10], predict the reactants needed to synthesize it. (8) Given the product [C:39]([O:38][C@@H:32]([C:23]1[C:22]([CH3:43])=[CH:21][C:19]2[N:20]=[C:16]([C:14]3[CH:13]=[CH:12][N:11]=[C:10]([C:6]4[CH:5]=[C:4]5[C:9](=[CH:8][CH:7]=4)[N:1]([C:45]([F:58])([F:57])[F:44])[N:2]=[CH:3]5)[CH:15]=3)[S:17][C:18]=2[C:24]=1[C:25]1[CH:26]=[CH:27][C:28]([Cl:31])=[CH:29][CH:30]=1)[C:33]([O:35][CH2:36][CH3:37])=[O:34])([CH3:42])([CH3:41])[CH3:40], predict the reactants needed to synthesize it. The reactants are: [NH:1]1[C:9]2[C:4](=[CH:5][C:6]([C:10]3[CH:15]=[C:14]([C:16]4[S:17][C:18]5[C:24]([C:25]6[CH:30]=[CH:29][C:28]([Cl:31])=[CH:27][CH:26]=6)=[C:23]([C@H:32]([O:38][C:39]([CH3:42])([CH3:41])[CH3:40])[C:33]([O:35][CH2:36][CH3:37])=[O:34])[C:22]([CH3:43])=[CH:21][C:19]=5[N:20]=4)[CH:13]=[CH:12][N:11]=3)=[CH:7][CH:8]=2)[CH:3]=[N:2]1.[F:44][C:45]([F:58])([F:57])I1C2C=CC=CC=2C(C)(C)O1.[N-](S(C(F)(F)F)(=O)=O)S(C(F)(F)F)(=O)=O. (9) Given the product [C:1]([OH:11])(=[O:10])[C@@H:2]([C:4]1[CH:9]=[CH:8][CH:7]=[CH:6][CH:5]=1)[OH:3].[C:12](#[N:21])[CH:13]([C:15]1[CH:20]=[CH:19][CH:18]=[CH:17][CH:16]=1)[OH:14].[C:22](#[N:32])[C@H:23]([C:25]1[CH:30]=[CH:29][CH:28]=[CH:27][CH:26]=1)[OH:24], predict the reactants needed to synthesize it. The reactants are: [C:1]([OH:11])(=[O:10])[C@@H:2]([C:4]1[CH:9]=[CH:8][CH:7]=[CH:6][CH:5]=1)[OH:3].[C:12](#[N:21])[CH:13]([C:15]1[CH:20]=[CH:19][CH:18]=[CH:17][CH:16]=1)[OH:14].[C:22]([NH2:32])(=O)[CH:23]([C:25]1[CH:30]=[CH:29][CH:28]=[CH:27][CH:26]=1)[OH:24]. (10) Given the product [C:8]([C:12]1[CH:13]=[CH:14][C:15]([NH:18][C:19](=[O:27])[C:20]2[CH:25]=[CH:24][C:23]([N:1]3[CH:5]=[CH:4][CH:3]=[N:2]3)=[N:22][CH:21]=2)=[CH:16][CH:17]=1)([CH3:11])([CH3:9])[CH3:10], predict the reactants needed to synthesize it. The reactants are: [NH:1]1[CH:5]=[CH:4][CH:3]=[N:2]1.[H-].[Na+].[C:8]([C:12]1[CH:17]=[CH:16][C:15]([NH:18][C:19](=[O:27])[C:20]2[CH:25]=[CH:24][C:23](Cl)=[N:22][CH:21]=2)=[CH:14][CH:13]=1)([CH3:11])([CH3:10])[CH3:9].